Task: Predict the reaction yield, written as a fraction of the theoretical maximum amount of product (1.0 means a 100% yield; for example, 0.34 means a 34% yield).. Dataset: Reaction yield outcomes from USPTO patents with 853,638 reactions (1) The reactants are Br[C:2]1[CH:7]=[CH:6][CH:5]=[CH:4][N:3]=1.[CH3:8][O:9][C:10]1[CH:15]=[CH:14][C:13]([NH2:16])=[CH:12][CH:11]=1.C1C=CC(P(C2C(C3C(P(C4C=CC=CC=4)C4C=CC=CC=4)=CC=C4C=3C=CC=C4)=C3C(C=CC=C3)=CC=2)C2C=CC=CC=2)=CC=1.CC([O-])(C)C.[K+]. The catalyst is C1(C)C=CC=CC=1.CC([O-])=O.CC([O-])=O.[Pd+2]. The product is [CH3:8][O:9][C:10]1[CH:15]=[CH:14][C:13]([NH:16][C:2]2[CH:7]=[CH:6][CH:5]=[CH:4][N:3]=2)=[CH:12][CH:11]=1. The yield is 0.700. (2) The reactants are [Br:1][C:2]1[CH:3]=[C:4]([CH:8]([NH2:10])[CH3:9])[CH:5]=[CH:6][CH:7]=1.C(N(C(C)C)CC)(C)C.Br[CH2:21][C:22]([C:24]1[CH:29]=[CH:28][C:27]([Cl:30])=[CH:26][CH:25]=1)=[O:23]. The catalyst is ClCCl. The product is [Br:1][C:2]1[CH:3]=[C:4]([CH:8]([NH:10][CH2:21][C:22]([C:24]2[CH:29]=[CH:28][C:27]([Cl:30])=[CH:26][CH:25]=2)=[O:23])[CH3:9])[CH:5]=[CH:6][CH:7]=1. The yield is 0.740.